From a dataset of Catalyst prediction with 721,799 reactions and 888 catalyst types from USPTO. Predict which catalyst facilitates the given reaction. (1) Reactant: [C:1]1([CH:7]2[CH2:10][NH:9][CH2:8]2)[CH:6]=[CH:5][CH:4]=[CH:3][CH:2]=1.[C:11]1([CH2:17][CH2:18][C:19](Cl)=[O:20])[CH:16]=[CH:15][CH:14]=[CH:13][CH:12]=1.C(N(CC)CC)C. Product: [C:11]1([CH2:17][CH2:18][C:19]([N:9]2[CH2:10][CH:7]([C:1]3[CH:6]=[CH:5][CH:4]=[CH:3][CH:2]=3)[CH2:8]2)=[O:20])[CH:16]=[CH:15][CH:14]=[CH:13][CH:12]=1. The catalyst class is: 4. (2) Reactant: C(Cl)Cl.[Br:4][C:5]1[C:14]2[C:9](=[CH:10][CH:11]=[CH:12][CH:13]=2)[C:8](I)=[N:7][CH:6]=1.C([Mg]Cl)(C)C.CN([CH:24]=[O:25])C. Product: [Br:4][C:5]1[C:14]2[C:9](=[CH:10][CH:11]=[CH:12][CH:13]=2)[C:8]([CH:24]=[O:25])=[N:7][CH:6]=1. The catalyst class is: 1. (3) Reactant: C([CH2:3][NH:4][C:5]1[NH:9][C:8]([C:10]2[CH:15]=[CH:14][C:13]([F:16])=[CH:12][CH:11]=2)=[N:7][C:6]=1[C:17]1[CH:22]=[CH:21][CH:20]=[CH:19][CH:18]=1)=O.[ClH:23].[C:24](=O)([O-])O.[Na+]. Product: [ClH:23].[CH3:24][N:4]([CH3:3])[C:5]1[NH:9][C:8]([C:10]2[CH:11]=[CH:12][C:13]([F:16])=[CH:14][CH:15]=2)=[N:7][C:6]=1[C:17]1[CH:22]=[CH:21][CH:20]=[CH:19][CH:18]=1. The catalyst class is: 7. (4) Reactant: [CH2:1]([C:4]1[CH:5]=[C:6]([C:11]2[CH:16]=[CH:15][C:14]([O:17][CH3:18])=[CH:13][C:12]=2[CH2:19][CH2:20][CH3:21])[CH:7]=[CH:8][C:9]=1[OH:10])[CH:2]=[CH2:3].[CH3:22][S:23](Cl)(=[O:25])=[O:24]. The catalyst class is: 4. Product: [CH2:1]([C:4]1[CH:5]=[C:6]([C:11]2[CH:16]=[CH:15][C:14]([O:17][CH3:18])=[CH:13][C:12]=2[CH2:19][CH2:20][CH3:21])[CH:7]=[CH:8][C:9]=1[O:10][S:23]([CH3:22])(=[O:25])=[O:24])[CH:2]=[CH2:3]. (5) Reactant: [NH:1]1[CH2:5][CH2:4][CH:3]([C:6]([OH:8])=[O:7])[CH2:2]1.Cl[C:10]1[N:15]=[C:14]([NH2:16])[CH:13]=[CH:12][N:11]=1. Product: [NH2:16][C:14]1[CH:13]=[CH:12][N:11]=[C:10]([N:1]2[CH2:5][CH2:4][CH:3]([C:6]([OH:8])=[O:7])[CH2:2]2)[N:15]=1. The catalyst class is: 32. (6) Reactant: [N:1]1([C@H:7]2[CH2:10][C@H:9]([O:11][C:12]3[CH:17]=[CH:16][C:15]([C:18]4[S:19][C:20]5[CH2:21][NH:22][CH2:23][CH2:24][C:25]=5[N:26]=4)=[CH:14][CH:13]=3)[CH2:8]2)[CH2:6][CH2:5][CH2:4][CH2:3][CH2:2]1.[CH3:27][C:28]1[C:29]([C:33](O)=[O:34])=[N:30][NH:31][N:32]=1.OC1C2N=NNC=2C=CC=1.Cl.CN(C)CCCN=C=NCC.C(N(CC)CC)C. Product: [CH3:27][C:28]1[C:29]([C:33]([N:22]2[CH2:23][CH2:24][C:25]3[N:26]=[C:18]([C:15]4[CH:14]=[CH:13][C:12]([O:11][C@H:9]5[CH2:8][C@H:7]([N:1]6[CH2:6][CH2:5][CH2:4][CH2:3][CH2:2]6)[CH2:10]5)=[CH:17][CH:16]=4)[S:19][C:20]=3[CH2:21]2)=[O:34])=[N:30][NH:31][N:32]=1. The catalyst class is: 9. (7) Reactant: C[O:2][C:3]([C:5]1[C:13]2[C:8](=[CH:9][C:10]([C:14]3[CH:19]=[CH:18][C:17]([O:20][CH2:21][C:22]4[C:23]([C:30]5[C:35]([Cl:36])=[CH:34][CH:33]=[CH:32][C:31]=5[Cl:37])=[N:24][O:25][C:26]=4[CH:27]([CH3:29])[CH3:28])=[CH:16][C:15]=3[CH3:38])=[CH:11][CH:12]=2)[N:7]([CH2:39][CH2:40][S:41]([CH3:44])(=[O:43])=[O:42])[CH:6]=1)=[O:4].CO.[OH-].[Na+]. Product: [Cl:36][C:35]1[CH:34]=[CH:33][CH:32]=[C:31]([Cl:37])[C:30]=1[C:23]1[C:22]([CH2:21][O:20][C:17]2[CH:18]=[CH:19][C:14]([C:10]3[CH:9]=[C:8]4[C:13]([C:5]([C:3]([OH:4])=[O:2])=[CH:6][N:7]4[CH2:39][CH2:40][S:41]([CH3:44])(=[O:42])=[O:43])=[CH:12][CH:11]=3)=[C:15]([CH3:38])[CH:16]=2)=[C:26]([CH:27]([CH3:29])[CH3:28])[O:25][N:24]=1. The catalyst class is: 1. (8) Reactant: Br[C:2]1[N:3]=[C:4]([C:22]([F:25])([F:24])[F:23])[N:5]2[CH:10]=[C:9]([C:11]3[CH:16]=[CH:15][C:14]([O:17][C:18]([F:21])([F:20])[F:19])=[CH:13][CH:12]=3)[CH:8]=[CH:7][C:6]=12.[C-]#N.[Na+].[CH3:29][NH:30]CCNC. Product: [F:19][C:18]([F:21])([F:20])[O:17][C:14]1[CH:15]=[CH:16][C:11]([C:9]2[CH:8]=[CH:7][C:6]3[N:5]([C:4]([C:22]([F:24])([F:23])[F:25])=[N:3][C:2]=3[C:29]#[N:30])[CH:10]=2)=[CH:12][CH:13]=1. The catalyst class is: 432. (9) Reactant: [C:1]([O:5][C:6]([N:8]1[CH2:13][CH2:12][CH:11]([CH2:14][NH2:15])[CH2:10][CH2:9]1)=[O:7])([CH3:4])([CH3:3])[CH3:2].Br[C:17]1[CH:18]=[C:19]([Cl:23])[CH:20]=[CH:21][CH:22]=1.CC(C)([O-])C.[Na+].C1(P(C2C=CC=CC=2)C2C3OC4C(=CC=CC=4P(C4C=CC=CC=4)C4C=CC=CC=4)C(C)(C)C=3C=CC=2)C=CC=CC=1.C(=O)([O-])O.[Na+]. Product: [C:1]([O:5][C:6]([N:8]1[CH2:13][CH2:12][CH:11]([CH2:14][NH:15][C:17]2[CH:22]=[CH:21][CH:20]=[C:19]([Cl:23])[CH:18]=2)[CH2:10][CH2:9]1)=[O:7])([CH3:4])([CH3:3])[CH3:2]. The catalyst class is: 11. (10) Reactant: [CH3:1][O:2][C:3]([C:5]1([CH2:11][CH2:12][CH2:13]Cl)[CH2:10][CH2:9][O:8][CH2:7][CH2:6]1)=[O:4].[I-:15].[Na+].CC(C)=O. Product: [CH3:1][O:2][C:3]([C:5]1([CH2:11][CH2:12][CH2:13][I:15])[CH2:10][CH2:9][O:8][CH2:7][CH2:6]1)=[O:4]. The catalyst class is: 27.